This data is from Forward reaction prediction with 1.9M reactions from USPTO patents (1976-2016). The task is: Predict the product of the given reaction. (1) Given the reactants [CH3:1][Si:2]([CH3:33])([CH3:32])[CH2:3][CH2:4][O:5][CH2:6][N:7]1[C:15]2C[CH2:13][CH:12]([C:16]3[CH:17]=NN(COCC[Si](C)(C)C)[CH:20]=3)[CH2:11][C:10]=2[C:9]([C:29]([OH:31])=[O:30])=[N:8]1.CC12CC1CCC(=O)C2, predict the reaction product. The product is: [CH3:20][C:16]12[CH2:13][CH:12]1[CH2:11][C:10]1[C:9]([C:29]([OH:31])=[O:30])=[N:8][N:7]([CH2:6][O:5][CH2:4][CH2:3][Si:2]([CH3:1])([CH3:32])[CH3:33])[C:15]=1[CH2:17]2. (2) Given the reactants [Br:1][C:2]1[C:3]([CH3:8])=[N:4][NH:5][C:6]=1[CH3:7].Br[CH2:10][C:11]([NH:13][CH:14]([CH3:16])[CH3:15])=[O:12].C([O-])([O-])=O.[K+].[K+], predict the reaction product. The product is: [Br:1][C:2]1[C:3]([CH3:8])=[N:4][N:5]([CH2:10][C:11]([NH:13][CH:14]([CH3:16])[CH3:15])=[O:12])[C:6]=1[CH3:7]. (3) Given the reactants Br[C:2]1[CH:3]=[C:4]([CH:14]=[CH:15][C:16]=1[O:17][CH2:18][O:19][CH2:20][CH2:21][O:22][CH3:23])[CH2:5][NH:6][C:7](=[O:13])[O:8][C:9]([CH3:12])([CH3:11])[CH3:10].[CH3:24][O:25][CH2:26][CH2:27][O:28][CH2:29][O:30][C:31]1[C:38](B2OC(C)(C)C(C)(C)O2)=[CH:37][CH:36]=[CH:35][C:32]=1[CH:33]=[O:34], predict the reaction product. The product is: [CH:33]([C:32]1[C:31]([O:30][CH2:29][O:28][CH2:27][CH2:26][O:25][CH3:24])=[C:38]([C:2]2[C:16]([O:17][CH2:18][O:19][CH2:20][CH2:21][O:22][CH3:23])=[CH:15][CH:14]=[C:4]([CH2:5][NH:6][C:7](=[O:13])[O:8][C:9]([CH3:12])([CH3:11])[CH3:10])[CH:3]=2)[CH:37]=[CH:36][CH:35]=1)=[O:34]. (4) Given the reactants [CH:1]1([CH2:4][N:5]2[C:14](=[O:15])[C:13]3[C:8](=[CH:9][CH:10]=[C:11]([N+:16]([O-])=O)[CH:12]=3)[N:7]([CH2:19][CH3:20])[C:6]2=[O:21])[CH2:3][CH2:2]1.[H][H], predict the reaction product. The product is: [NH2:16][C:11]1[CH:12]=[C:13]2[C:8](=[CH:9][CH:10]=1)[N:7]([CH2:19][CH3:20])[C:6](=[O:21])[N:5]([CH2:4][CH:1]1[CH2:3][CH2:2]1)[C:14]2=[O:15].